From a dataset of NCI-60 drug combinations with 297,098 pairs across 59 cell lines. Regression. Given two drug SMILES strings and cell line genomic features, predict the synergy score measuring deviation from expected non-interaction effect. (1) Drug 1: C1=CC(=CC=C1CCC2=CNC3=C2C(=O)NC(=N3)N)C(=O)NC(CCC(=O)O)C(=O)O. Cell line: ACHN. Synergy scores: CSS=68.4, Synergy_ZIP=3.71, Synergy_Bliss=4.20, Synergy_Loewe=7.69, Synergy_HSA=9.73. Drug 2: CC1OCC2C(O1)C(C(C(O2)OC3C4COC(=O)C4C(C5=CC6=C(C=C35)OCO6)C7=CC(=C(C(=C7)OC)O)OC)O)O. (2) Drug 1: C1=CN(C(=O)N=C1N)C2C(C(C(O2)CO)O)O.Cl. Drug 2: CCC(=C(C1=CC=CC=C1)C2=CC=C(C=C2)OCCN(C)C)C3=CC=CC=C3.C(C(=O)O)C(CC(=O)O)(C(=O)O)O. Cell line: CCRF-CEM. Synergy scores: CSS=72.8, Synergy_ZIP=1.95, Synergy_Bliss=1.87, Synergy_Loewe=-12.6, Synergy_HSA=2.89.